Dataset: Forward reaction prediction with 1.9M reactions from USPTO patents (1976-2016). Task: Predict the product of the given reaction. (1) Given the reactants O[C:2]1[CH:7]=[CH:6][C:5]([C:8]2[CH2:12][O:11][C:10](=[O:13])[C:9]=2[C:14]2[CH:19]=[CH:18][C:17]([O:20][CH3:21])=[CH:16][CH:15]=2)=[CH:4][CH:3]=1.[C:22]([O-])([O-])=O.[K+].[K+].Cl[CH2:29][C:30]1[CH:39]=[CH:38][C:37]2[C:32](=[CH:33][CH:34]=[CH:35][CH:36]=2)[N:31]=1, predict the reaction product. The product is: [CH3:21][O:20][C:17]1[CH:18]=[CH:19][C:14]([C:9]2[C:10](=[O:13])[O:11][CH2:12][C:8]=2[C:5]2[CH:6]=[CH:7][C:2]([CH2:22][CH2:29][C:30]3[CH:39]=[CH:38][C:37]4[C:32](=[CH:33][CH:34]=[CH:35][CH:36]=4)[N:31]=3)=[CH:3][CH:4]=2)=[CH:15][CH:16]=1. (2) Given the reactants Br[C:2]1[C:3]([CH2:21][C:22]([O:24][CH3:25])=[O:23])=[C:4]([C:7]2[CH:12]=[CH:11][C:10]([C:13]([NH:15][CH:16]([CH2:19][CH3:20])[CH2:17][CH3:18])=[O:14])=[CH:9][CH:8]=2)[S:5][CH:6]=1.[Cl:26][C:27]1[CH:32]=[CH:31][CH:30]=[CH:29][C:28]=1B(O)O.C([O-])([O-])=O.[K+].[K+].ClCCl, predict the reaction product. The product is: [Cl:26][C:27]1[CH:32]=[CH:31][CH:30]=[CH:29][C:28]=1[C:2]1[C:3]([CH2:21][C:22]([O:24][CH3:25])=[O:23])=[C:4]([C:7]2[CH:12]=[CH:11][C:10]([C:13]([NH:15][CH:16]([CH2:19][CH3:20])[CH2:17][CH3:18])=[O:14])=[CH:9][CH:8]=2)[S:5][CH:6]=1. (3) The product is: [CH2:1]([C:8]1[C:13]2[O:14][CH:15]([CH3:19])[C:16](=[O:18])[NH:17][C:12]=2[CH:11]=[C:10]([CH2:20][N:34]2[CH2:35][CH2:36][N:31]([C:28]3[CH:27]=[CH:26][C:25]([C:24]([NH:23][CH3:22])=[O:37])=[CH:30][CH:29]=3)[CH2:32][CH2:33]2)[CH:9]=1)[C:2]1[CH:3]=[CH:4][CH:5]=[CH:6][CH:7]=1. Given the reactants [CH2:1]([C:8]1[C:13]2[O:14][CH:15]([CH3:19])[C:16](=[O:18])[NH:17][C:12]=2[CH:11]=[C:10]([CH:20]=O)[CH:9]=1)[C:2]1[CH:7]=[CH:6][CH:5]=[CH:4][CH:3]=1.[CH3:22][NH:23][C:24](=[O:37])[C:25]1[CH:30]=[CH:29][C:28]([N:31]2[CH2:36][CH2:35][NH:34][CH2:33][CH2:32]2)=[CH:27][CH:26]=1, predict the reaction product. (4) Given the reactants O.[OH-].[Li+].[CH:4]1([C@@:10]([C:42]([O:44]C)=[O:43])([CH3:41])[NH:11][C:12]([C:14]2[C:23]([NH:24][C:25]([NH:27][C:28]3[C:33]([Cl:34])=[CH:32][C:31]([O:35][C:36]([F:39])([F:38])[F:37])=[CH:30][C:29]=3[Cl:40])=[O:26])=[CH:22][C:21]3[C:16](=[CH:17][CH:18]=[CH:19][CH:20]=3)[CH:15]=2)=[O:13])[CH2:9][CH2:8][CH2:7][CH2:6][CH2:5]1.Cl, predict the reaction product. The product is: [CH:4]1([C@@:10]([C:42]([OH:44])=[O:43])([CH3:41])[NH:11][C:12]([C:14]2[C:23]([NH:24][C:25]([NH:27][C:28]3[C:33]([Cl:34])=[CH:32][C:31]([O:35][C:36]([F:38])([F:39])[F:37])=[CH:30][C:29]=3[Cl:40])=[O:26])=[CH:22][C:21]3[C:16](=[CH:17][CH:18]=[CH:19][CH:20]=3)[CH:15]=2)=[O:13])[CH2:9][CH2:8][CH2:7][CH2:6][CH2:5]1. (5) Given the reactants [CH3:1][C:2]1[C:7]([NH:8][C:9]2[N:14]=[CH:13][CH:12]=[CH:11][C:10]=2[C:15]([OH:17])=[O:16])=[CH:6][CH:5]=[CH:4][C:3]=1[C:18]([F:21])([F:20])[F:19].CNC[C@H](O)[C@@H](O)[C@H](O)[C@H](O)CO.CS(C1C=CC([C@@H](O)[C@H](NC(C(Cl)Cl)=O)CF)=CC=1)(=O)=O.N, predict the reaction product. The product is: [CH3:1][C:2]1[C:7]([NH:8][C:9]2[N:14]=[CH:13][CH:12]=[CH:11][C:10]=2[C:15]([OH:17])=[O:16])=[CH:6][CH:5]=[CH:4][C:3]=1[C:18]([F:20])([F:19])[F:21]. (6) The product is: [CH3:1][O:2][C:3]([C:5]1[CH:31]=[CH:30][C:8]2[N:9]=[C:10]([NH:12][CH:13]3[CH2:18][CH2:17][N:16]([CH2:19][C:20]4[CH:25]=[CH:24][C:23]([CH3:32])=[C:22]([O:27][CH2:28][CH3:29])[CH:21]=4)[CH2:15][CH2:14]3)[O:11][C:7]=2[CH:6]=1)=[O:4]. Given the reactants [CH3:1][O:2][C:3]([C:5]1[CH:31]=[CH:30][C:8]2[N:9]=[C:10]([NH:12][CH:13]3[CH2:18][CH2:17][N:16]([CH2:19][C:20]4[CH:25]=[CH:24][C:23](O)=[C:22]([O:27][CH2:28][CH3:29])[CH:21]=4)[CH2:15][CH2:14]3)[O:11][C:7]=2[CH:6]=1)=[O:4].[CH2:32](OC1C=C(C=CC=1C)C=O)C.OC1C=C(C=CC=1C)C=O.C(I)C.C([O-])([O-])=O.[K+].[K+].C([BH3-])#N.[Na+].C(N(C(C)C)C(C)C)C, predict the reaction product. (7) Given the reactants [NH2:1][CH2:2][CH2:3][NH:4][C:5](=[O:11])[O:6][C:7]([CH3:10])([CH3:9])[CH3:8].[CH:12](=O)[C:13]1[CH:18]=[CH:17][CH:16]=[CH:15][CH:14]=1.[BH4-].[Na+], predict the reaction product. The product is: [CH2:12]([NH:1][CH2:2][CH2:3][NH:4][C:5](=[O:11])[O:6][C:7]([CH3:8])([CH3:10])[CH3:9])[C:13]1[CH:18]=[CH:17][CH:16]=[CH:15][CH:14]=1.